This data is from Catalyst prediction with 721,799 reactions and 888 catalyst types from USPTO. The task is: Predict which catalyst facilitates the given reaction. (1) Reactant: [CH2:1]([C:6]1[CH:11]=[CH:10][C:9]([C:12]2[N:16]([CH3:17])[N:15]=[C:14]([C:18](=O)[CH3:19])[C:13]=2[OH:21])=[CH:8][CH:7]=1)[CH2:2][CH2:3][CH2:4][CH3:5].[NH:22]([C:24]([NH:26][C:27]1[CH:35]=[CH:34][C:30]([C:31]([OH:33])=[O:32])=[CH:29][CH:28]=1)=[S:25])[NH2:23].CN(C)C=O. Product: [CH2:1]([C:6]1[CH:11]=[CH:10][C:9]([C:12]2[N:16]([CH3:17])[N:15]=[C:14]([C:18](=[N:23][NH:22][C:24]([NH:26][C:27]3[CH:35]=[CH:34][C:30]([C:31]([OH:33])=[O:32])=[CH:29][CH:28]=3)=[S:25])[CH3:19])[C:13]=2[OH:21])=[CH:8][CH:7]=1)[CH2:2][CH2:3][CH2:4][CH3:5]. The catalyst class is: 126. (2) Reactant: [CH2:1]([O:8][C:9]([NH:11][C:12]12[CH2:19][CH2:18][C:15]([C:20](O)=[O:21])([CH2:16][CH2:17]1)[CH2:14][CH2:13]2)=[O:10])[C:2]1[CH:7]=[CH:6][CH:5]=[CH:4][CH:3]=1.CN1CCOCC1.C(Cl)(=O)OCC.[BH4-].[Na+]. Product: [CH2:1]([O:8][C:9]([NH:11][C:12]12[CH2:17][CH2:16][C:15]([CH2:20][OH:21])([CH2:18][CH2:19]1)[CH2:14][CH2:13]2)=[O:10])[C:2]1[CH:7]=[CH:6][CH:5]=[CH:4][CH:3]=1. The catalyst class is: 83.